This data is from Acute oral toxicity (LD50) regression data from Zhu et al.. The task is: Regression/Classification. Given a drug SMILES string, predict its toxicity properties. Task type varies by dataset: regression for continuous values (e.g., LD50, hERG inhibition percentage) or binary classification for toxic/non-toxic outcomes (e.g., AMES mutagenicity, cardiotoxicity, hepatotoxicity). Dataset: ld50_zhu. (1) The compound is O=C1C=Cc2cc(Br)ccc2C1=O. The rat oral LD50 is 1.78, given as -log10 of the dose in mol/kg body weight (higher means more acutely toxic). (2) The compound is CCCOC(=O)C1c2cc3c(cc2CC(C)C1C(=O)OCCC)OCO3. The rat oral LD50 is 2.38, given as -log10 of the dose in mol/kg body weight (higher means more acutely toxic). (3) The molecule is Oc1cccc(O)c1. The rat oral LD50 is 2.56, given as -log10 of the dose in mol/kg body weight (higher means more acutely toxic). (4) The drug is COc1ccc2cc1Oc1ccc(cc1)CC1c3c(cc4c(c3Oc3cc5c(cc3OC)CCN(C)C5C2)OCO4)CCN1C. The rat oral LD50 is 2.48, given as -log10 of the dose in mol/kg body weight (higher means more acutely toxic). (5) The compound is CC(O)COC(=O)C=CC(=O)O. The rat oral LD50 is 1.67, given as -log10 of the dose in mol/kg body weight (higher means more acutely toxic). (6) The compound is NC(=O)N1c2ccccc2C=Cc2ccccc21. The rat oral LD50 is 2.08, given as -log10 of the dose in mol/kg body weight (higher means more acutely toxic). (7) The molecule is CCCCCCC(C=O)=Cc1ccccc1. The rat oral LD50 is 1.84, given as -log10 of the dose in mol/kg body weight (higher means more acutely toxic). (8) The molecule is CCC(CO)CC(C)C. The rat oral LD50 is 1.48, given as -log10 of the dose in mol/kg body weight (higher means more acutely toxic).